Dataset: Experimentally validated miRNA-target interactions with 360,000+ pairs, plus equal number of negative samples. Task: Binary Classification. Given a miRNA mature sequence and a target amino acid sequence, predict their likelihood of interaction. (1) The miRNA is mmu-miR-721 with sequence CAGUGCAAUUAAAAGGGGGAA. The protein sequence of the target gene is MTTATRQEVLGLYRSIFRLARKWQATSGQMEDTIKEKQYILNEARTLFRKNKNLTDTDLIKQCIDECTARIEIGLHYKIPYPRPIHLPPMGLTPLRGRGLRSQEKLRKLSKPVYLRSHDEVS. Result: 0 (no interaction). (2) The miRNA is cel-miR-73-3p with sequence UGGCAAGAUGUAGGCAGUUCAGU. The protein sequence of the target gene is MNPTETKAIPVSQQMEGPHLPNKKKHKKQAVKTEPEKKSQSTKLSVVHEKKSQEGKPKEHTEPKSLPKQASDTGSNDAHNKKAVSRSAEQQPSEKSTEPKTKPQDMISAGGESVAGITAISGKPGDKKKEKKSLTPAVPVESKPDKPSGKSGMDAALDDLIDTLGGPEETEEENTTYTGPEVSDPMSSTYIEELGKREVTIPPKYRELLAKKEGITGPPADSSKPIGPDDAIDALSSDFTCGSPTAAGKKTEKEESTEVLKAQSAGTVRSAAPPQEKKRKVEKDTMSDQALEALSASLGT.... Result: 0 (no interaction). (3) The miRNA is hsa-miR-7114-5p with sequence UCUGUGGAGUGGGGUGCCUGU. The protein sequence of the target gene is MGPSTPLLILFLLSWSGPLQGQQHHLVEYMERRLAALEERLAQCQDQSSRHAAELRDFKNKMLPLLEVAEKEREALRTEADTISGRVDRLEREVDYLETQNPALPCVEFDEKVTGGPGTKGKGRRNEKYDMVTDCGYTISQVRSMKILKRFGGPAGLWTKDPLGQTEKIYVLDGTQNDTAFVFPRLRDFTLAMAARKASRVRVPFPWVGTGQLVYGGFLYFARRPPGRPGGGGEMENTLQLIKFHLANRTVVDSSVFPAEGLIPPYGLTADTYIDLAADEEGLWAVYATREDDRHLCLAK.... Result: 0 (no interaction). (4) Result: 0 (no interaction). The protein sequence of the target gene is MISAPDVVAFTKEDEYEEEPYNEPALPEEYSVPLFPYASQGANPWSKLSGAKFSRDFILISEFSEQVGPQPLLTIPNDTKVFGTFDLNYFSLRIMSVDYQASFVGHPPGSAYPKLNFVEDSKVVLGDSKEGAFAYVHHLTLYDLEARGFVRPFCMAYISADQHKIMQQFQELSAEFSKASECLKMGNRKAFAGELEKKLKDLDYTRTVLHTETEIQKKANDKGFYSSQAIEKANELANVEKSIIEHQDLLRQIRSYPRQKTKIPDLQPGDTEHTQDQADQVSTTSNPEESANADLYTCRP.... The miRNA is hsa-miR-6840-3p with sequence GCCCAGGACUUUGUGCGGGGUG.